This data is from Catalyst prediction with 721,799 reactions and 888 catalyst types from USPTO. The task is: Predict which catalyst facilitates the given reaction. (1) Reactant: [Cl:1][C:2]1[CH:3]=[CH:4][CH:5]=[C:6]2[C:10]=1[N:9]([CH2:11][CH:12]1[CH2:17][CH2:16][O:15][CH2:14][CH2:13]1)[CH:8]=[C:7]2[C:18](=[S:20])[NH2:19].[Cl:21][CH2:22][C:23]([CH2:25]Cl)=O. Product: [Cl:1][C:2]1[CH:3]=[CH:4][CH:5]=[C:6]2[C:10]=1[N:9]([CH2:11][CH:12]1[CH2:13][CH2:14][O:15][CH2:16][CH2:17]1)[CH:8]=[C:7]2[C:18]1[S:20][CH:25]=[C:23]([CH2:22][Cl:21])[N:19]=1. The catalyst class is: 11. (2) Product: [C:1]([O:5][C:6]([N:8]1[CH2:12][CH:11]([O:13][C:14]2[CH:19]=[CH:18][C:17]([F:20])=[CH:16][C:15]=2[F:21])[CH2:10][CH:9]1[CH2:22][OH:23])=[O:7])([CH3:4])([CH3:3])[CH3:2]. Reactant: [C:1]([O:5][C:6]([N:8]1[CH2:12][CH:11]([O:13][C:14]2[CH:19]=[CH:18][C:17]([F:20])=[CH:16][C:15]=2[F:21])[CH2:10][CH:9]1[C:22](O)=[O:23])=[O:7])([CH3:4])([CH3:3])[CH3:2]. The catalyst class is: 1.